This data is from Reaction yield outcomes from USPTO patents with 853,638 reactions. The task is: Predict the reaction yield, written as a fraction of the theoretical maximum amount of product (1.0 means a 100% yield; for example, 0.34 means a 34% yield). (1) The reactants are [NH:1]1[C:5]2([CH2:14][CH2:13][C:8]3([O:12][CH2:11][CH2:10][O:9]3)[CH2:7][CH2:6]2)[C:4](=O)[NH:3][C:2]1=[O:16].[H-].[H-].[H-].[H-].[Li+].[Al+3].[C@H](O)(C([O-])=O)[C@@H](O)C([O-])=O.[Na+].[K+]. The catalyst is C1COCC1. The product is [NH:1]1[C:5]2([CH2:14][CH2:13][C:8]3([O:12][CH2:11][CH2:10][O:9]3)[CH2:7][CH2:6]2)[CH2:4][NH:3][C:2]1=[O:16]. The yield is 0.570. (2) The product is [Br:7][C:8]1[CH:9]=[CH:10][C:11]([CH:14]2[CH2:17][CH:16]([CH2:2][C:1]([OH:5])=[O:29])[CH2:15]2)=[CH:12][CH:13]=1. The catalyst is CN(C=O)C.ClCCl.C(N(CC)CC)C.FC(F)(F)C([O-])=O.[Ag+].O. The yield is 0.650. The reactants are [C:1](Cl)(=[O:5])[C:2](Cl)=O.[Br:7][C:8]1[CH:13]=[CH:12][C:11]([CH:14]2[CH2:17][CH:16](C(O)=O)[CH2:15]2)=[CH:10][CH:9]=1.[Si](C=[N+]=[N-])(C)(C)C.Cl.[O:29]1CCCC1. (3) The reactants are C[Si]([C:5]#[C:6][C:7]1[CH:22]=[CH:21][C:10]([C:11]([O:13][CH2:14][CH2:15][CH2:16][CH2:17][CH2:18][CH2:19][CH3:20])=[O:12])=[CH:9][CH:8]=1)(C)C.C(=O)([O-])[O-].[K+].[K+]. The catalyst is O1CCCC1.CO. The product is [C:6]([C:7]1[CH:22]=[CH:21][C:10]([C:11]([O:13][CH2:14][CH2:15][CH2:16][CH2:17][CH2:18][CH2:19][CH3:20])=[O:12])=[CH:9][CH:8]=1)#[CH:5]. The yield is 0.820. (4) The reactants are [CH:1]1[C:10]2[C:5](=[CH:6][CH:7]=[CH:8][CH:9]=2)[CH:4]=[C:3]([NH:11][C:12](=[O:29])[C:13]2[CH:18]=[CH:17][CH:16]=[CH:15][C:14]=2[N:19]([C:21]2[CH:26]=[CH:25][N:24]=[C:23]([C:27]#[N:28])[CH:22]=2)[CH3:20])[N:2]=1.C(=O)([O-])[O-:31].[K+].[K+].OO.O. The catalyst is CS(C)=O. The product is [CH:1]1[C:10]2[C:5](=[CH:6][CH:7]=[CH:8][CH:9]=2)[CH:4]=[C:3]([NH:11][C:12](=[O:29])[C:13]2[CH:18]=[CH:17][CH:16]=[CH:15][C:14]=2[N:19]([C:21]2[CH:26]=[CH:25][N:24]=[C:23]([C:27]([NH2:28])=[O:31])[CH:22]=2)[CH3:20])[N:2]=1. The yield is 0.710. (5) The reactants are [Cl:1][C:2]1[CH:16]=[CH:15][C:5]([CH2:6][O:7][C:8]2[CH:13]=[CH:12][N+:11]([O-])=[CH:10][CH:9]=2)=[CH:4][CH:3]=1.C(OC(=O)C)(=[O:19])C. No catalyst specified. The product is [Cl:1][C:2]1[CH:16]=[CH:15][C:5]([CH2:6][O:7][C:8]2[CH:13]=[CH:12][NH:11][C:10](=[O:19])[CH:9]=2)=[CH:4][CH:3]=1. The yield is 0.490. (6) The reactants are [NH2:1][CH2:2][CH2:3][CH2:4][OH:5].[C:6]([C:10]1[CH:15]=[CH:14][C:13]([N:16]=[C:17]=[O:18])=[CH:12][CH:11]=1)([CH3:9])([CH3:8])[CH3:7].C(OCC)(=O)C. The catalyst is C(OCC)C.C1(C)C=CC=CC=1. The product is [C:6]([C:10]1[CH:15]=[CH:14][C:13]([NH:16][C:17]([NH:1][CH2:2][CH2:3][CH2:4][OH:5])=[O:18])=[CH:12][CH:11]=1)([CH3:9])([CH3:7])[CH3:8]. The yield is 1.10. (7) The reactants are [OH:1][C:2]1[CH:3]=[C:4]([C:20]([NH:22][CH2:23][C:24]2[CH:29]=[CH:28][C:27]([S:30]([CH:33]([CH3:35])[CH3:34])(=[O:32])=[O:31])=[CH:26][CH:25]=2)=[O:21])[C:5](=[O:19])[N:6]([C:9]2[CH:14]=[CH:13][CH:12]=[C:11]([C:15]([F:18])([F:17])[F:16])[CH:10]=2)[C:7]=1[CH3:8].C(=O)([O-])[O-].[Cs+].[Cs+].[Br:42][C:43](Br)(C)[CH3:44]. The catalyst is CN(C=O)C. The product is [Br:42][CH2:43][CH2:44][O:1][C:2]1[CH:3]=[C:4]([C:20]([NH:22][CH2:23][C:24]2[CH:25]=[CH:26][C:27]([S:30]([CH:33]([CH3:35])[CH3:34])(=[O:31])=[O:32])=[CH:28][CH:29]=2)=[O:21])[C:5](=[O:19])[N:6]([C:9]2[CH:14]=[CH:13][CH:12]=[C:11]([C:15]([F:16])([F:18])[F:17])[CH:10]=2)[C:7]=1[CH3:8]. The yield is 0.160.